Dataset: Forward reaction prediction with 1.9M reactions from USPTO patents (1976-2016). Task: Predict the product of the given reaction. (1) Given the reactants I[C:2]1[C:7]([O:8][C:9]2[C:18]3[C:13](=[CH:14][C:15]([O:21][CH3:22])=[C:16]([O:19][CH3:20])[CH:17]=3)[N:12]=[CH:11][CH:10]=2)=[CH:6][CH:5]=[C:4]([CH3:23])[N:3]=1.[CH3:24][O:25][C:26]1[CH:27]=[C:28](B(O)O)[CH:29]=[CH:30][CH:31]=1.C(=O)([O-])O.[Na+], predict the reaction product. The product is: [CH3:20][O:19][C:16]1[CH:17]=[C:18]2[C:13](=[CH:14][C:15]=1[O:21][CH3:22])[N:12]=[CH:11][CH:10]=[C:9]2[O:8][C:7]1[C:2]([C:30]2[CH:29]=[CH:28][CH:27]=[C:26]([O:25][CH3:24])[CH:31]=2)=[N:3][C:4]([CH3:23])=[CH:5][CH:6]=1. (2) Given the reactants [NH2:1][C:2]1[C:3]([C:12]([NH:14][C@H:15]([C:23]([O:25][CH3:26])=[O:24])[CH2:16][CH2:17][CH2:18][C:19]([F:22])([F:21])[F:20])=[O:13])=[CH:4][C:5]2[C:10]([CH:11]=1)=[CH:9][CH:8]=[CH:7][CH:6]=2.[N:27]([C:30]1[C:35]([CH3:36])=[CH:34][C:33]([CH3:37])=[CH:32][C:31]=1[CH3:38])=[C:28]=[O:29], predict the reaction product. The product is: [F:22][C:19]([F:20])([F:21])[CH2:18][CH2:17][CH2:16][C@@H:15]([C:23]([O:25][CH3:26])=[O:24])[NH:14][C:12]([C:3]1[C:2]([NH:1][C:28]([NH:27][C:30]2[C:31]([CH3:38])=[CH:32][C:33]([CH3:37])=[CH:34][C:35]=2[CH3:36])=[O:29])=[CH:11][C:10]2[C:5](=[CH:6][CH:7]=[CH:8][CH:9]=2)[CH:4]=1)=[O:13]. (3) Given the reactants [Cl:1][C:2]1[CH:3]=[C:4]([C:20]([O:22]C)=O)[C:5]([C:13]2[CH:18]=[CH:17][CH:16]=[C:15]([F:19])[CH:14]=2)=[C:6]([N+:10]([O-:12])=[O:11])[C:7]=1[C:8]#N.[H-].C([Al+]CC(C)C)C(C)C.CCCCCC.Cl.[OH2:41], predict the reaction product. The product is: [Cl:1][C:2]1[CH:3]=[C:4]([CH2:20][OH:22])[C:5]([C:13]2[CH:18]=[CH:17][CH:16]=[C:15]([F:19])[CH:14]=2)=[C:6]([N+:10]([O-:12])=[O:11])[C:7]=1[CH:8]=[O:41]. (4) Given the reactants [H-].[Na+].[CH3:3][CH:4]1[CH2:8][CH2:7][CH2:6][N:5]1[CH2:9][CH2:10][CH2:11][O:12][C:13]1[CH:18]=[CH:17][C:16]([C:19]2[S:20][C:21]3[CH2:22][NH:23][CH2:24][CH2:25][C:26]=3[N:27]=2)=[CH:15][CH:14]=1.Br[CH2:29][CH2:30][OH:31].ClCCl, predict the reaction product. The product is: [CH3:3][CH:4]1[CH2:8][CH2:7][CH2:6][N:5]1[CH2:9][CH2:10][CH2:11][O:12][C:13]1[CH:14]=[CH:15][C:16]([C:19]2[S:20][C:21]3[CH2:22][N:23]([CH2:29][CH2:30][OH:31])[CH2:24][CH2:25][C:26]=3[N:27]=2)=[CH:17][CH:18]=1. (5) Given the reactants [NH2:1][N:2]1[CH:6]=[CH:5][C:4]([Br:7])=[C:3]1[C:8]([NH:10][C:11]1[CH:16]=[C:15]([F:17])[CH:14]=[C:13]([F:18])[CH:12]=1)=[O:9].[C:19]([O:23][C:24]([NH:26][C@@H:27]([CH3:31])[C:28](O)=[O:29])=[O:25])([CH3:22])([CH3:21])[CH3:20], predict the reaction product. The product is: [Br:7][C:4]1[CH:5]=[CH:6][N:2]([NH:1][C:28](=[O:29])[C@@H:27]([NH:26][C:24](=[O:25])[O:23][C:19]([CH3:21])([CH3:20])[CH3:22])[CH3:31])[C:3]=1[C:8](=[O:9])[NH:10][C:11]1[CH:16]=[C:15]([F:17])[CH:14]=[C:13]([F:18])[CH:12]=1. (6) Given the reactants [CH3:1][N:2]1[C:6]([C:7]2[CH:8]=[C:9]([C:16]3[CH:21]=[CH:20][CH:19]=[CH:18][CH:17]=3)[CH:10]=[C:11]([N+:13]([O-])=O)[CH:12]=2)=[N:5][N:4]=[N:3]1, predict the reaction product. The product is: [CH3:1][N:2]1[C:6]([C:7]2[CH:12]=[C:11]([NH2:13])[CH:10]=[C:9]([C:16]3[CH:21]=[CH:20][CH:19]=[CH:18][CH:17]=3)[CH:8]=2)=[N:5][N:4]=[N:3]1. (7) Given the reactants C([O:4][C:5]1[CH:12]=[CH:11][C:8]([CH:9]=[CH2:10])=[CH:7][CH:6]=1)(=O)C.[CH:13]([C:15]1[CH:20]=[CH:19][CH:18]=[CH:17][C:16]=1[CH:21]=[CH2:22])=[CH2:14].C(C(CCCC)CO)C, predict the reaction product. The product is: [CH:13]([C:15]1[CH:20]=[CH:19][CH:18]=[CH:17][C:16]=1[CH:21]=[CH2:22])=[CH2:14].[OH:4][C:5]1[CH:12]=[CH:11][C:8]([CH:9]=[CH2:10])=[CH:7][CH:6]=1.